Dataset: Catalyst prediction with 721,799 reactions and 888 catalyst types from USPTO. Task: Predict which catalyst facilitates the given reaction. (1) Reactant: [Cl:1][C:2]1[CH:3]=[C:4]([NH:11][C:12]2[CH:17]=[CH:16][C:15]([NH2:18])=[CH:14][CH:13]=2)[C:5]2[N:6]([CH:8]=[CH:9][N:10]=2)[N:7]=1.[F:19][C:20]1[CH:25]=[CH:24][C:23]([N:26]2[CH:31]=[CH:30][CH:29]=[C:28]([C:32](O)=[O:33])[C:27]2=[O:35])=[CH:22][CH:21]=1.CCN=C=NCCCN(C)C.C1C=CC2N(O)N=NC=2C=1. Product: [Cl:1][C:2]1[CH:3]=[C:4]([NH:11][C:12]2[CH:13]=[CH:14][C:15]([NH:18][C:32]([C:28]3[C:27](=[O:35])[N:26]([C:23]4[CH:22]=[CH:21][C:20]([F:19])=[CH:25][CH:24]=4)[CH:31]=[CH:30][CH:29]=3)=[O:33])=[CH:16][CH:17]=2)[C:5]2[N:6]([CH:8]=[CH:9][N:10]=2)[N:7]=1. The catalyst class is: 705. (2) Reactant: [F:1][C:2]1[CH:7]=[CH:6][C:5]([C:8]2[C:16]3[C:11](=[CH:12][CH:13]=[C:14]([NH2:17])[CH:15]=3)[N:10](COCCOC)[N:9]=2)=[CH:4][CH:3]=1.[C:24](Cl)(=[O:31])[C:25]1[CH:30]=[CH:29][CH:28]=[CH:27][CH:26]=1.O. Product: [F:1][C:2]1[CH:3]=[CH:4][C:5]([C:8]2[C:16]3[C:11](=[CH:12][CH:13]=[C:14]([NH:17][C:24](=[O:31])[C:25]4[CH:30]=[CH:29][CH:28]=[CH:27][CH:26]=4)[CH:15]=3)[NH:10][N:9]=2)=[CH:6][CH:7]=1. The catalyst class is: 17. (3) Reactant: Cl[C:2]1[CH:7]=[C:6]([C:8]2[S:12][CH:11]=[N:10][CH:9]=2)[N:5]=[C:4]([NH:13][C@H:14]([C:16]2[CH:21]=[CH:20][C:19]([F:22])=[CH:18][CH:17]=2)[CH3:15])[N:3]=1.[NH2:23][C:24]1[CH:29]=[N:28][CH:27]=[CH:26][N:25]=1.P([O-])([O-])([O-])=O.[K+].[K+].[K+]. Product: [F:22][C:19]1[CH:20]=[CH:21][C:16]([C@@H:14]([NH:13][C:4]2[N:3]=[C:2]([NH:23][C:24]3[CH:29]=[N:28][CH:27]=[CH:26][N:25]=3)[CH:7]=[C:6]([C:8]3[S:12][CH:11]=[N:10][CH:9]=3)[N:5]=2)[CH3:15])=[CH:17][CH:18]=1. The catalyst class is: 12. (4) Reactant: [C:1]([O:4][CH2:5][C:6](=[O:12])[CH2:7][O:8][C:9](=[O:11])[CH3:10])(=[O:3])[CH3:2].[C:13]([Mg]Br)#[CH:14]. Product: [C:9]([O:8][CH2:7][C:6]([C:13]#[CH:14])([OH:12])[CH2:5][O:4][C:1](=[O:3])[CH3:2])(=[O:11])[CH3:10]. The catalyst class is: 1. (5) Reactant: [CH3:1][CH:2]([OH:8])[CH2:3][CH2:4][CH:5]([OH:7])[CH3:6].[O:9]1[CH2:13][CH2:12][CH2:11][CH2:10]1.N1C=C[CH:17]=[CH:16][CH:15]=1.[C:20](Cl)(=[O:27])[C:21]1[CH:26]=[CH:25][CH:24]=[CH:23][CH:22]=1. Product: [C:13]([O:7][CH:5]([CH2:4][CH2:3][CH:2]([O:8][C:20](=[O:27])[C:21]1[CH:26]=[CH:25][CH:24]=[CH:23][CH:22]=1)[CH3:1])[CH3:6])(=[O:9])[C:12]1[CH:17]=[CH:16][CH:15]=[CH:10][CH:11]=1. The catalyst class is: 6.